This data is from HIV replication inhibition screening data with 41,000+ compounds from the AIDS Antiviral Screen. The task is: Binary Classification. Given a drug SMILES string, predict its activity (active/inactive) in a high-throughput screening assay against a specified biological target. (1) The compound is COc1ccc(C2=NN(C(C)=O)c3nc4ccccc4nc3O2)cc1. The result is 0 (inactive). (2) The compound is COC(=O)C(C#N)=C(Nc1ccccc1)N1CCCC1. The result is 0 (inactive). (3) The compound is CCOP(=O)(OCC)Oc1c(OC)c2[nH]c(C(=O)OC)cc2c2c(C(=O)O)c[nH]c12. The result is 0 (inactive). (4) The compound is O=[PH](O)c1cccnc1. The result is 0 (inactive). (5) The compound is C=C(CCCC(C)=CC=CC1(C)CCCc2ccoc21)CC(=O)O. The result is 0 (inactive). (6) The drug is COc1ccc(C2CC(=O)c3ccccc3O2)cc1OC. The result is 0 (inactive). (7) The compound is CC=C(C1CC(=O)N2CCc3c([nH]c4ccccc34)C2C1)[Si](C)(C)C. The result is 0 (inactive). (8) The drug is CC1(C(=O)Nc2ccccc2)CC2(C)CC(C)(C1)C(O)NC2=O. The result is 0 (inactive). (9) The molecule is C=CS(=O)(=O)CCN1CC1. The result is 0 (inactive). (10) The drug is BrC(=C(c1ccc(OC2CCCCO2)cc1)c1ccc(OC2CCCCO2)cc1)c1ccccc1. The result is 1 (active).